This data is from NCI-60 drug combinations with 297,098 pairs across 59 cell lines. The task is: Regression. Given two drug SMILES strings and cell line genomic features, predict the synergy score measuring deviation from expected non-interaction effect. Drug 1: C1CC(=O)NC(=O)C1N2CC3=C(C2=O)C=CC=C3N. Drug 2: CC1C(C(CC(O1)OC2CC(CC3=C2C(=C4C(=C3O)C(=O)C5=C(C4=O)C(=CC=C5)OC)O)(C(=O)CO)O)N)O.Cl. Cell line: MDA-MB-231. Synergy scores: CSS=30.8, Synergy_ZIP=-5.69, Synergy_Bliss=-9.45, Synergy_Loewe=-8.09, Synergy_HSA=-6.60.